Predict the product of the given reaction. From a dataset of Forward reaction prediction with 1.9M reactions from USPTO patents (1976-2016). (1) Given the reactants [C:1]([O:5][C:6](=[O:14])[NH:7][C:8]1[S:12][C:11](Br)=[N:10][CH:9]=1)([CH3:4])([CH3:3])[CH3:2].[CH2:15]([Sn](CCCC)(CCCC)C=C)[CH2:16]CC.C(C1C=C(C)C=C(C(C)(C)C)C=1O)(C)(C)C, predict the reaction product. The product is: [C:1]([O:5][C:6](=[O:14])[NH:7][C:8]1[S:12][C:11]([CH:15]=[CH2:16])=[N:10][CH:9]=1)([CH3:4])([CH3:3])[CH3:2]. (2) Given the reactants N[C@@H:2]([CH2:6][CH2:7][C:8]([O:10][CH3:11])=[O:9])[C:3]([OH:5])=[O:4].[N:12]1([C:17]2[CH:25]=[CH:24][C:20](C(Cl)=O)=[CH:19][CH:18]=2)[CH:16]=[CH:15][N:14]=[N:13]1, predict the reaction product. The product is: [CH3:11][O:10][C:8](=[O:9])[CH2:7][CH2:6][C@@H:2]([C:20]1[CH:24]=[CH:25][C:17]([N:12]2[CH:16]=[CH:15][N:14]=[N:13]2)=[CH:18][CH:19]=1)[C:3]([OH:5])=[O:4]. (3) The product is: [N:33]1([C:30]2[CH:29]=[CH:28][C:27]([CH2:26][CH:15]([NH:16][S:17]([C:20]3[CH:25]=[CH:24][CH:23]=[CH:22][N:21]=3)(=[O:18])=[O:19])[C:11]3[N:10]=[C:9]([NH:8][CH2:38][C:39]([OH:41])=[O:40])[CH:14]=[CH:13][CH:12]=3)=[CH:32][CH:31]=2)[CH:37]=[CH:36][CH:35]=[N:34]1. Given the reactants C(OC([N:8]([CH2:38][C:39]([O:41]C(C)(C)C)=[O:40])[C:9]1[CH:14]=[CH:13][CH:12]=[C:11]([CH:15]([CH2:26][C:27]2[CH:32]=[CH:31][C:30]([N:33]3[CH:37]=[CH:36][CH:35]=[N:34]3)=[CH:29][CH:28]=2)[NH:16][S:17]([C:20]2[CH:25]=[CH:24][CH:23]=[CH:22][N:21]=2)(=[O:19])=[O:18])[N:10]=1)=O)(C)(C)C.C(OC(N(CC(OC(C)(C)C)=O)C1C=CC=C(C(CC2C=CC(C3C=CC=CN=3)=CC=2)NS(C2C=NC=CC=2)(=O)=O)N=1)=O)(C)(C)C.[OH-].[Na+], predict the reaction product. (4) Given the reactants C(N1CCC2(C(=O)[N:14]([C:17]3[CH:22]=[CH:21][C:20]([O:23][CH:24]([CH3:29])[C:25]([F:28])([F:27])[F:26])=[CH:19][CH:18]=3)CC2)C(O)C1)C1C=CC=CC=1, predict the reaction product. The product is: [F:26][C:25]([F:27])([F:28])[CH:24]([CH3:29])[O:23][C:20]1[CH:19]=[CH:18][C:17]([NH2:14])=[CH:22][CH:21]=1. (5) Given the reactants [C:1]([C:4]1[C:5]([OH:15])=[CH:6][C:7]([OH:14])=[C:8]([CH:13]=1)[C:9]([O:11][CH3:12])=[O:10])(=[O:3])[CH3:2].C(=O)([O-])[O-].[K+].[K+].[CH2:22](Br)[C:23]1[CH:28]=[CH:27][CH:26]=[CH:25][CH:24]=1, predict the reaction product. The product is: [C:1]([C:4]1[C:5]([O:15][CH2:1][C:4]2[CH:5]=[CH:6][CH:7]=[CH:8][CH:13]=2)=[CH:6][C:7]([O:14][CH2:22][C:23]2[CH:28]=[CH:27][CH:26]=[CH:25][CH:24]=2)=[C:8]([CH:13]=1)[C:9]([O:11][CH3:12])=[O:10])(=[O:3])[CH3:2].